Predict the product of the given reaction. From a dataset of Forward reaction prediction with 1.9M reactions from USPTO patents (1976-2016). (1) Given the reactants [BH4-].[Li+].C([O:5][C:6](=O)[C:7]1[CH:12]=[CH:11][CH:10]=[CH:9][C:8]=1[N:13]([S:15]([CH3:18])(=[O:17])=[O:16])[CH3:14])C.[Cl-].[NH4+].S([O-])([O-])(=O)=O.[Na+].[Na+].[Al], predict the reaction product. The product is: [OH:5][CH2:6][C:7]1[CH:12]=[CH:11][CH:10]=[CH:9][C:8]=1[N:13]([CH3:14])[S:15]([CH3:18])(=[O:17])=[O:16]. (2) Given the reactants [C:1]1([S:7]([N:10]2[C:14]3=[N:15][CH:16]=[CH:17][CH:18]=[C:13]3[CH:12]=[C:11]2[C:19]([C:26]2[CH:31]=[CH:30][C:29]([C:32](=[O:34])[CH3:33])=[CH:28][CH:27]=2)=[CH:20][CH:21]2[CH2:25][CH2:24][CH2:23][CH2:22]2)(=[O:9])=[O:8])[CH:6]=[CH:5][CH:4]=[CH:3][CH:2]=1.[CH:35]([Mg]Cl)([CH3:37])[CH3:36], predict the reaction product. The product is: [C:1]1([S:7]([N:10]2[C:14]3=[N:15][CH:16]=[CH:17][CH:18]=[C:13]3[CH:12]=[C:11]2[C:19]([C:26]2[CH:27]=[CH:28][C:29]([C:32]([OH:34])([CH:35]([CH3:37])[CH3:36])[CH3:33])=[CH:30][CH:31]=2)=[CH:20][CH:21]2[CH2:22][CH2:23][CH2:24][CH2:25]2)(=[O:8])=[O:9])[CH:6]=[CH:5][CH:4]=[CH:3][CH:2]=1. (3) Given the reactants CS(O[CH2:6][C:7]1[N:12]=[CH:11][C:10]2[N:13]=[CH:14][N:15]([C:16]3[S:17][C:18]([C:34](=[O:36])[NH2:35])=[C:19]([O:21][C@@H:22]([C:24]4[CH:29]=[CH:28][CH:27]=[CH:26][C:25]=4[C:30]([F:33])([F:32])[F:31])[CH3:23])[CH:20]=3)[C:9]=2[CH:8]=1)(=O)=O.[C:37]1([S:43]([N:46]2[CH2:51][CH2:50][NH:49][CH2:48][CH2:47]2)(=[O:45])=[O:44])[CH:42]=[CH:41][CH:40]=[CH:39][CH:38]=1, predict the reaction product. The product is: [C:37]1([S:43]([N:46]2[CH2:51][CH2:50][N:49]([CH2:6][C:7]3[N:12]=[CH:11][C:10]4[N:13]=[CH:14][N:15]([C:16]5[S:17][C:18]([C:34]([NH2:35])=[O:36])=[C:19]([O:21][C@@H:22]([C:24]6[CH:29]=[CH:28][CH:27]=[CH:26][C:25]=6[C:30]([F:31])([F:32])[F:33])[CH3:23])[CH:20]=5)[C:9]=4[CH:8]=3)[CH2:48][CH2:47]2)(=[O:45])=[O:44])[CH:42]=[CH:41][CH:40]=[CH:39][CH:38]=1. (4) Given the reactants C([N:8]1[C:16]2[C:11](=[CH:12][CH:13]=[C:14]([OH:17])[CH:15]=2)[C:10]([CH:18]([CH3:20])[CH3:19])=[N:9]1)C1C=CC=CC=1.[ClH:21], predict the reaction product. The product is: [ClH:21].[CH:18]([C:10]1[C:11]2[C:16](=[CH:15][C:14]([OH:17])=[CH:13][CH:12]=2)[NH:8][N:9]=1)([CH3:20])[CH3:19]. (5) Given the reactants O.F[C:3]([O:13][CH3:14])=[C:4]([C:9]([F:12])(F)F)[C:5]([F:8])([F:7])[F:6].Cl.[F:16][C:17]1[CH:18]=[CH:19][C:20]2[N:21]([C:23]([C:26](=[NH:28])[NH2:27])=[CH:24][N:25]=2)[CH:22]=1.[OH-].[Na+], predict the reaction product. The product is: [F:16][C:17]1[CH:18]=[CH:19][C:20]2[N:21]([C:23]([C:26]3[N:28]=[C:9]([F:12])[C:4]([C:5]([F:6])([F:7])[F:8])=[C:3]([O:13][CH3:14])[N:27]=3)=[CH:24][N:25]=2)[CH:22]=1. (6) Given the reactants [CH2:1]([C:8]1[N:13]([CH3:14])[C:12](=[O:15])[C:11](Br)=[CH:10][N:9]=1)[C:2]1[CH:7]=[CH:6][CH:5]=[CH:4][CH:3]=1.[CH3:17][O:18][C:19]1[CH:24]=[CH:23][C:22](B(O)O)=[CH:21][C:20]=1[F:28], predict the reaction product. The product is: [CH2:1]([C:8]1[N:13]([CH3:14])[C:12](=[O:15])[C:11]([C:22]2[CH:23]=[CH:24][C:19]([O:18][CH3:17])=[C:20]([F:28])[CH:21]=2)=[CH:10][N:9]=1)[C:2]1[CH:7]=[CH:6][CH:5]=[CH:4][CH:3]=1.